This data is from Catalyst prediction with 721,799 reactions and 888 catalyst types from USPTO. The task is: Predict which catalyst facilitates the given reaction. (1) Reactant: [CH3:1][C:2]1[CH:7]=[CH:6][CH:5]=[C:4]([CH3:8])[C:3]=1[CH2:9][S:10]([C:13]1[CH:14]=[C:15]2[C:19](=[CH:20][CH:21]=1)[NH:18][C:17](=[O:22])/[C:16]/2=[CH:23]\[C:24]1[NH:28][C:27]([CH3:29])=[C:26]([C:30]([OH:32])=O)[C:25]=1[CH3:33])(=[O:12])=[O:11].[NH:34]1[CH2:39][CH2:38][O:37][CH2:36][CH2:35]1.C1C=CC2N(O)N=NC=2C=1.CCN=C=NCCCN(C)C.Cl. Product: [CH3:33][C:25]1[C:26]([C:30]([N:34]2[CH2:39][CH2:38][O:37][CH2:36][CH2:35]2)=[O:32])=[C:27]([CH3:29])[NH:28][C:24]=1/[CH:23]=[C:16]1\[C:17](=[O:22])[NH:18][C:19]2[C:15]\1=[CH:14][C:13]([S:10]([CH2:9][C:3]1[C:4]([CH3:8])=[CH:5][CH:6]=[CH:7][C:2]=1[CH3:1])(=[O:12])=[O:11])=[CH:21][CH:20]=2. The catalyst class is: 444. (2) Reactant: Cl[CH2:2][C:3]1[O:7][C:6]([S:8][C:9]2[CH:14]=[CH:13][CH:12]=[CH:11][CH:10]=2)=[N:5][C:4]=1[CH3:15].[NH3:16]. Product: [NH2:16][CH2:2][C:3]1[O:7][C:6]([S:8][C:9]2[CH:14]=[CH:13][CH:12]=[CH:11][CH:10]=2)=[N:5][C:4]=1[CH3:15]. The catalyst class is: 12. (3) Reactant: [NH2:1][C:2]1[N:6]([C:7]2[CH:12]=[C:11]([N+:13]([O-:15])=[O:14])[CH:10]=[CH:9][C:8]=2Br)[N:5]=[C:4]([C:17]2[CH:22]=[CH:21][C:20]([O:23][C:24]3[CH:29]=[CH:28][CH:27]=[CH:26][CH:25]=3)=[CH:19][CH:18]=2)[C:3]=1[C:30]([NH2:32])=[O:31].CNCCNC.[O-]P([O-])([O-])=O.[K+].[K+].[K+]. Product: [N+:13]([C:11]1[CH:10]=[CH:9][C:8]2[NH:1][C:2]3[N:6]([N:5]=[C:4]([C:17]4[CH:22]=[CH:21][C:20]([O:23][C:24]5[CH:29]=[CH:28][CH:27]=[CH:26][CH:25]=5)=[CH:19][CH:18]=4)[C:3]=3[C:30]([NH2:32])=[O:31])[C:7]=2[CH:12]=1)([O-:15])=[O:14]. The catalyst class is: 122. (4) Reactant: Cl[C:2]1[C:3]([NH2:8])=[N:4][CH:5]=[CH:6][N:7]=1.C(=O)([O-])[O-].[Na+].[Na+].[F:15][C:16]1[CH:25]=[C:24](B2OC(C)(C)C(C)(C)O2)[CH:23]=[CH:22][C:17]=1[C:18]([O:20][CH3:21])=[O:19].C(Cl)Cl. Product: [NH2:8][C:3]1[C:2]([C:24]2[CH:23]=[CH:22][C:17]([C:18]([O:20][CH3:21])=[O:19])=[C:16]([F:15])[CH:25]=2)=[N:7][CH:6]=[CH:5][N:4]=1. The catalyst class is: 438.